Predict the reaction yield, written as a fraction of the theoretical maximum amount of product (1.0 means a 100% yield; for example, 0.34 means a 34% yield). From a dataset of Reaction yield outcomes from USPTO patents with 853,638 reactions. (1) The reactants are [Br:1][C:2]1[CH:3]=[C:4]([N+:19]([O-:21])=[O:20])[C:5]([CH:8](C(OCC)=O)C(OCC)=O)=[N:6][CH:7]=1.Cl. The catalyst is CCOC(C)=O. The product is [Br:1][C:2]1[CH:3]=[C:4]([N+:19]([O-:21])=[O:20])[C:5]([CH3:8])=[N:6][CH:7]=1. The yield is 0.897. (2) The reactants are [C:1]([C:5]1[CH:10]=[CH:9][C:8]([C:11]2[S:12][CH:13]=[C:14]([CH:20]=[O:21])[C:15]=2[O:16]COC)=[CH:7][CH:6]=1)([CH3:4])([CH3:3])[CH3:2].Cl.O. The product is [C:1]([C:5]1[CH:6]=[CH:7][C:8]([C:11]2[S:12][CH:13]=[C:14]([CH:20]=[O:21])[C:15]=2[OH:16])=[CH:9][CH:10]=1)([CH3:4])([CH3:2])[CH3:3]. The catalyst is O1CCOCC1. The yield is 0.680. (3) The reactants are [C:1]([NH:5][C:6](=[O:23])[CH2:7][N:8]1[C:13](=[O:14])[C:12]2[C:15]([CH3:22])=[C:16]([C:18]([O:20]C)=[O:19])[S:17][C:11]=2[N:10]=[CH:9]1)([CH3:4])([CH3:3])[CH3:2].O.O.[OH-].[Li+]. The catalyst is C1COCC1.CO. The product is [C:1]([NH:5][C:6](=[O:23])[CH2:7][N:8]1[C:13](=[O:14])[C:12]2[C:15]([CH3:22])=[C:16]([C:18]([OH:20])=[O:19])[S:17][C:11]=2[N:10]=[CH:9]1)([CH3:4])([CH3:3])[CH3:2]. The yield is 0.550. (4) The product is [CH:21]1([CH2:20][C:8]([CH2:7][C:6]2[CH:5]=[CH:4][C:3]([C:2]([F:15])([F:16])[F:1])=[CH:14][CH:13]=2)([C:11]#[N:12])[C:9]#[N:10])[CH2:23][CH2:22]1. The reactants are [F:1][C:2]([F:16])([F:15])[C:3]1[CH:14]=[CH:13][C:6]([CH2:7][CH:8]([C:11]#[N:12])[C:9]#[N:10])=[CH:5][CH:4]=1.[H-].[Na+].Br[CH2:20][CH:21]1[CH2:23][CH2:22]1. The catalyst is CN(C)C=O. The yield is 0.280. (5) The reactants are [OH-:1].[Na+].[CH:3]([C:6]1[C:7]([O:39][CH2:40][O:41][CH3:42])=[CH:8][C:9]([O:35][CH2:36][O:37][CH3:38])=[C:10]([C:12]2[N:16]([C:17]3[CH:22]=[CH:21][C:20]([CH2:23][N:24]4[CH2:29][CH2:28][N:27]([CH3:30])[CH2:26][CH2:25]4)=[CH:19][CH:18]=3)[C:15](S(C)(=O)=O)=[N:14][N:13]=2)[CH:11]=1)([CH3:5])[CH3:4]. The catalyst is CS(C)=O. The product is [CH:3]([C:6]1[C:7]([O:39][CH2:40][O:41][CH3:42])=[CH:8][C:9]([O:35][CH2:36][O:37][CH3:38])=[C:10]([C:12]2[N:16]([C:17]3[CH:22]=[CH:21][C:20]([CH2:23][N:24]4[CH2:29][CH2:28][N:27]([CH3:30])[CH2:26][CH2:25]4)=[CH:19][CH:18]=3)[C:15](=[O:1])[NH:14][N:13]=2)[CH:11]=1)([CH3:5])[CH3:4]. The yield is 0.950. (6) The reactants are [Cl-].O[NH3+:3].[C:4](=[O:7])([O-])[OH:5].[Na+].CS(C)=O.[CH:13]([O:16][C:17]1[N:22]=[CH:21][C:20]([N:23]2[C:28](=[O:29])[C:27]([CH2:30][C:31]3[CH:36]=[CH:35][C:34]([C:37]4[C:38]([C:43]#[N:44])=[CH:39][CH:40]=[CH:41][CH:42]=4)=[CH:33][CH:32]=3)=[C:26]([CH2:45][CH2:46][CH3:47])[N:25]=[C:24]2[CH3:48])=[CH:19][CH:18]=1)([CH3:15])[CH3:14]. The catalyst is O.C(OCC)(=O)C. The product is [CH:13]([O:16][C:17]1[N:22]=[CH:21][C:20]([N:23]2[C:28](=[O:29])[C:27]([CH2:30][C:31]3[CH:36]=[CH:35][C:34]([C:37]4[CH:42]=[CH:41][CH:40]=[CH:39][C:38]=4[C:43]4[NH:3][C:4](=[O:7])[O:5][N:44]=4)=[CH:33][CH:32]=3)=[C:26]([CH2:45][CH2:46][CH3:47])[N:25]=[C:24]2[CH3:48])=[CH:19][CH:18]=1)([CH3:15])[CH3:14]. The yield is 0.730. (7) The reactants are [CH3:1][C:2]1[S:6][C:5]([C:7]([O:9]C)=[O:8])=[CH:4][C:3]=1[C:11]1[N:15]([CH3:16])[N:14]=[CH:13][CH:12]=1.[Br:17]N1C(=O)CCC1=O.[OH-].[Na+]. The catalyst is O1CCCC1. The product is [Br:17][C:12]1[CH:13]=[N:14][N:15]([CH3:16])[C:11]=1[C:3]1[CH:4]=[C:5]([C:7]([OH:9])=[O:8])[S:6][C:2]=1[CH3:1]. The yield is 0.910. (8) The reactants are [Br:1][C:2]1[CH:8]=[CH:7][C:5]([NH2:6])=[C:4]([F:9])[CH:3]=1.[Li]N([Si](C)(C)C)[Si](C)(C)C.[C:20](O[C:20]([O:22][C:23]([CH3:26])([CH3:25])[CH3:24])=[O:21])([O:22][C:23]([CH3:26])([CH3:25])[CH3:24])=[O:21]. The catalyst is C1COCC1. The product is [Br:1][C:2]1[CH:8]=[CH:7][C:5]([C:20]([O:22][C:23]([CH3:26])([CH3:25])[CH3:24])=[O:21])([NH2:6])[CH:4]([F:9])[CH:3]=1. The yield is 0.950. (9) The reactants are [Cl:1][C:2]1[CH:7]=[CH:6][CH:5]=[C:4]([F:8])[C:3]=1[C:9]1[N:10]=[C:11]2[CH:16]=[CH:15][CH:14]=[C:13](F)[N:12]2[C:18]=1[NH:19][C:20]1[CH:29]=[CH:28][C:23]2[O:24][CH2:25][CH2:26][O:27][C:22]=2[CH:21]=1.[F:30][CH2:31][CH2:32][OH:33]. No catalyst specified. The product is [Cl:1][C:2]1[CH:7]=[CH:6][CH:5]=[C:4]([F:8])[C:3]=1[C:9]1[N:10]=[C:11]2[CH:16]=[CH:15][CH:14]=[C:13]([O:33][CH2:32][CH2:31][F:30])[N:12]2[C:18]=1[NH:19][C:20]1[CH:29]=[CH:28][C:23]2[O:24][CH2:25][CH2:26][O:27][C:22]=2[CH:21]=1. The yield is 0.440.